Task: Binary Classification. Given a miRNA mature sequence and a target amino acid sequence, predict their likelihood of interaction.. Dataset: Experimentally validated miRNA-target interactions with 360,000+ pairs, plus equal number of negative samples The miRNA is hsa-miR-122-5p with sequence UGGAGUGUGACAAUGGUGUUUG. The protein sequence of the target gene is MGASVSRGRAARVPAPEPEPEEALDLSQLPPELLLVVLSHVPPRTLLGRCRQVCRGWRALVDGQALWLLILARDHGATGRALLHLARSCQSPARNARPCPLGRFCARRPIGRNLIRNPCGQEGLRKWMVQHGGDGWVVEENRTTVPGAPSQTCFVTSFSWCCKKQVLDLEEEGLWPELLDSGRIEICVSDWWGARHDSGCMYRLLVQLLDANQTVLDKFSAVPDPIPQWNNNACLHVTHVFSNIKMGVRFVSFEHRGQDTQFWAGHYGARVTNSSVIVRVRLS. Result: 1 (interaction).